Dataset: Peptide-MHC class II binding affinity with 134,281 pairs from IEDB. Task: Regression. Given a peptide amino acid sequence and an MHC pseudo amino acid sequence, predict their binding affinity value. This is MHC class II binding data. (1) The peptide sequence is KSEVYEKGLGKFVKT. The MHC is DRB4_0101 with pseudo-sequence DRB4_0103. The binding affinity (normalized) is 0.296. (2) The peptide sequence is TTLIASLVMLLVHYA. The MHC is DRB1_1302 with pseudo-sequence DRB1_1302. The binding affinity (normalized) is 0.629. (3) The peptide sequence is KAVEAYLVAHPDLYK. The MHC is DRB1_1201 with pseudo-sequence DRB1_1201. The binding affinity (normalized) is 0.325. (4) The peptide sequence is KLNNQFGSVPALTIA. The MHC is DRB3_0101 with pseudo-sequence DRB3_0101. The binding affinity (normalized) is 0.630. (5) The peptide sequence is IEENGSMRVFVDVIR. The MHC is HLA-DPA10201-DPB11401 with pseudo-sequence HLA-DPA10201-DPB11401. The binding affinity (normalized) is 0.0843. (6) The binding affinity (normalized) is 0. The MHC is HLA-DQA10401-DQB10402 with pseudo-sequence HLA-DQA10401-DQB10402. The peptide sequence is GGSILKISNKFHTKG. (7) The peptide sequence is NLYIKSIQSLISDTQ. The MHC is DRB1_0701 with pseudo-sequence DRB1_0701. The binding affinity (normalized) is 0.796.